Task: Predict the reactants needed to synthesize the given product.. Dataset: Full USPTO retrosynthesis dataset with 1.9M reactions from patents (1976-2016) (1) Given the product [C:37]([C:36]1[CH:18]([CH2:17][CH2:16][CH2:15][N:8]([C:9]2[CH:10]=[CH:11][CH:12]=[CH:13][CH:14]=2)[C:6](=[O:7])[C:5]2[CH:22]=[CH:23][C:24]([O:25][CH3:26])=[C:3]([O:2][CH3:1])[CH:4]=2)[CH:19]=[CH:20][N:34]([CH2:27][C:28]2[CH:33]=[CH:32][CH:31]=[CH:30][CH:29]=2)[CH:35]=1)(=[O:39])[CH3:38], predict the reactants needed to synthesize it. The reactants are: [CH3:1][O:2][C:3]1[CH:4]=[C:5]([CH:22]=[CH:23][C:24]=1[O:25][CH3:26])[C:6]([N:8]([CH2:15][CH2:16][CH2:17]/[CH:18]=[CH:19]/[CH:20]=O)[C:9]1[CH:14]=[CH:13][CH:12]=[CH:11][CH:10]=1)=[O:7].[CH2:27]([NH:34][CH:35]=[CH:36][C:37](=[O:39])[CH3:38])[C:28]1[CH:33]=[CH:32][CH:31]=[CH:30][CH:29]=1. (2) Given the product [F:12][C:13]1[CH:14]=[CH:15][C:16]([CH:17]([C:18]2[CH:23]=[CH:22][C:21]([F:24])=[CH:20][CH:19]=2)[O:6][CH2:5][CH2:4][CH2:3][CH2:2][Cl:1])=[CH:26][CH:27]=1, predict the reactants needed to synthesize it. The reactants are: [Cl:1][CH2:2][CH2:3][CH2:4][CH2:5][OH:6].S(=O)(=O)(O)O.[F:12][C:13]1[CH:27]=[CH:26][C:16]([CH:17](O)[C:18]2[CH:23]=[CH:22][C:21]([F:24])=[CH:20][CH:19]=2)=[CH:15][CH:14]=1. (3) Given the product [C:32]([C:31]1[N:1]=[C:2]2[CH:3]=[CH:4][C:5]([NH:8][C:9]([C:11]3[N:12]([CH2:21][C:22]4[CH:27]=[CH:26][CH:25]=[C:24]([F:28])[CH:23]=4)[C:13]4[C:18]([CH:19]=3)=[CH:17][C:16]([F:20])=[CH:15][CH:14]=4)=[O:10])=[CH:6][N:7]2[CH:30]=1)([CH3:35])([CH3:34])[CH3:33], predict the reactants needed to synthesize it. The reactants are: [NH2:1][C:2]1[N:7]=[CH:6][C:5]([NH:8][C:9]([C:11]2[N:12]([CH2:21][C:22]3[CH:27]=[CH:26][CH:25]=[C:24]([F:28])[CH:23]=3)[C:13]3[C:18]([CH:19]=2)=[CH:17][C:16]([F:20])=[CH:15][CH:14]=3)=[O:10])=[CH:4][CH:3]=1.Br[CH2:30][C:31](=O)[C:32]([CH3:35])([CH3:34])[CH3:33].